From a dataset of Catalyst prediction with 721,799 reactions and 888 catalyst types from USPTO. Predict which catalyst facilitates the given reaction. Reactant: CC1(C)C(C)(C)OB([C:9]2[CH2:14][CH2:13][N:12]([C:15]([O:17][C:18]([CH3:21])([CH3:20])[CH3:19])=[O:16])[CH2:11][CH:10]=2)O1.Br[C:24]1[CH:29]=[CH:28][CH:27]=[CH:26][N:25]=1.C(=O)([O-])[O-].[Na+].[Na+]. Product: [N:25]1[CH:26]=[CH:27][CH:28]=[CH:29][C:24]=1[C:9]1[CH2:14][CH2:13][N:12]([C:15]([O:17][C:18]([CH3:19])([CH3:20])[CH3:21])=[O:16])[CH2:11][CH:10]=1. The catalyst class is: 108.